The task is: Regression. Given two drug SMILES strings and cell line genomic features, predict the synergy score measuring deviation from expected non-interaction effect.. This data is from NCI-60 drug combinations with 297,098 pairs across 59 cell lines. (1) Drug 1: C(CN)CNCCSP(=O)(O)O. Drug 2: CCC1(C2=C(COC1=O)C(=O)N3CC4=CC5=C(C=CC(=C5CN(C)C)O)N=C4C3=C2)O.Cl. Cell line: MALME-3M. Synergy scores: CSS=9.48, Synergy_ZIP=-6.38, Synergy_Bliss=-10.7, Synergy_Loewe=-65.5, Synergy_HSA=-8.62. (2) Drug 1: CC1OCC2C(O1)C(C(C(O2)OC3C4COC(=O)C4C(C5=CC6=C(C=C35)OCO6)C7=CC(=C(C(=C7)OC)O)OC)O)O. Drug 2: COC1=NC(=NC2=C1N=CN2C3C(C(C(O3)CO)O)O)N. Cell line: MDA-MB-231. Synergy scores: CSS=25.4, Synergy_ZIP=2.85, Synergy_Bliss=9.16, Synergy_Loewe=-19.2, Synergy_HSA=-0.187. (3) Drug 1: C1=CC(=CC=C1CC(C(=O)O)N)N(CCCl)CCCl.Cl. Drug 2: CCCCCOC(=O)NC1=NC(=O)N(C=C1F)C2C(C(C(O2)C)O)O. Cell line: PC-3. Synergy scores: CSS=9.49, Synergy_ZIP=-0.302, Synergy_Bliss=0.449, Synergy_Loewe=-7.62, Synergy_HSA=-0.778. (4) Drug 1: CC1C(C(=O)NC(C(=O)N2CCCC2C(=O)N(CC(=O)N(C(C(=O)O1)C(C)C)C)C)C(C)C)NC(=O)C3=C4C(=C(C=C3)C)OC5=C(C(=O)C(=C(C5=N4)C(=O)NC6C(OC(=O)C(N(C(=O)CN(C(=O)C7CCCN7C(=O)C(NC6=O)C(C)C)C)C)C(C)C)C)N)C. Drug 2: C1=CC=C(C=C1)NC(=O)CCCCCCC(=O)NO. Cell line: UO-31. Synergy scores: CSS=8.14, Synergy_ZIP=-2.34, Synergy_Bliss=-1.46, Synergy_Loewe=-1.23, Synergy_HSA=-0.677.